Dataset: NCI-60 drug combinations with 297,098 pairs across 59 cell lines. Task: Regression. Given two drug SMILES strings and cell line genomic features, predict the synergy score measuring deviation from expected non-interaction effect. Drug 1: CCCCCOC(=O)NC1=NC(=O)N(C=C1F)C2C(C(C(O2)C)O)O. Synergy scores: CSS=-4.73, Synergy_ZIP=1.81, Synergy_Bliss=1.06, Synergy_Loewe=-3.94, Synergy_HSA=-3.92. Drug 2: C(CN)CNCCSP(=O)(O)O. Cell line: IGROV1.